This data is from Full USPTO retrosynthesis dataset with 1.9M reactions from patents (1976-2016). The task is: Predict the reactants needed to synthesize the given product. (1) Given the product [CH:26]1([N:25]2[C:24]3[CH:32]=[CH:33][C:34]([C:36]([OH:38])=[O:37])=[CH:35][C:23]=3[N:22]=[C:21]2[C:16]2[CH:17]=[C:18]3[C:13](=[CH:14][CH:15]=2)[N:12]=[C:11]([C:10]2[C:5]([C:88]4[CH:89]=[CH:90][CH:91]=[C:86]([N+:83]([O-:85])=[O:84])[CH:87]=4)=[CH:6][CH:7]=[C:8]([O:39][CH3:40])[CH:9]=2)[CH:20]=[CH:19]3)[CH2:27][CH2:28][CH2:29][CH2:30][CH2:31]1, predict the reactants needed to synthesize it. The reactants are: ClC1C=C(C=CC=1F)[C:5]1[C:10]([C:11]2[CH:20]=[CH:19][C:18]3[C:13](=[CH:14][CH:15]=[C:16]([C:21]4[N:25]([CH:26]5[CH2:31][CH2:30][CH2:29][CH2:28][CH2:27]5)[C:24]5[CH:32]=[CH:33][C:34]([C:36]([OH:38])=[O:37])=[CH:35][C:23]=5[N:22]=4)[CH:17]=3)[N:12]=2)=[CH:9][C:8]([O:39][CH3:40])=[CH:7][CH:6]=1.COC(C1C=CC2N(C3CCCCC3)C(C3C=C4C(=CC=3)N=C(C3C=C(OC)C=CC=3Br)C=C4)=NC=2C=1)=O.[N+:83]([C:86]1[CH:87]=[C:88](B(O)O)[CH:89]=[CH:90][CH:91]=1)([O-:85])=[O:84]. (2) Given the product [CH3:13][O:12][C:10](=[O:11])[CH2:75][N:72]1[CH:71]=[CH:15][CH:14]=[N:16][CH:65]1[C:70]#[C:69][C:22]1[C:27]([C:28]([F:31])([F:30])[F:29])=[CH:26][N:25]=[C:24]([NH:32][C:33]2[CH:38]=[CH:37][C:36]([CH:39]3[CH2:44][CH2:43][CH2:42][N:41]([C:45]([O:47][C:48]([CH3:51])([CH3:50])[CH3:49])=[O:46])[CH2:40]3)=[CH:35][CH:34]=2)[N:23]=1, predict the reactants needed to synthesize it. The reactants are: C(C1C(C[C:10]([O:12][CH3:13])=[O:11])=CC=CN=1)#C.[CH2:14]([N:16](CC)CC)[CH3:15].Cl[C:22]1[C:27]([C:28]([F:31])([F:30])[F:29])=[CH:26][N:25]=[C:24]([NH:32][C:33]2[CH:38]=[CH:37][C:36]([CH:39]3[CH2:44][CH2:43][CH2:42][N:41]([C:45]([O:47][C:48]([CH3:51])([CH3:50])[CH3:49])=[O:46])[CH2:40]3)=[CH:35][CH:34]=2)[N:23]=1.C1(P([C:65]2[CH:70]=[CH:69]C=CC=2)C2C=CC=CC=2)C=CC=CC=1.[CH3:71][N:72]([CH3:75])C=O. (3) Given the product [Cl:28][C:25]1[CH:24]=[CH:23][C:22]([CH2:21][N:10]([CH2:9][C:7]2[CH:6]=[CH:5][CH:4]=[C:3]([CH2:2][NH:1][C:41](=[O:42])[CH2:40][C@H:39]([OH:38])/[CH:52]=[CH:53]/[CH2:54][CH2:55][S:56][C:57]([C:70]3[CH:75]=[CH:74][CH:73]=[CH:72][CH:71]=3)([C:58]3[CH:59]=[CH:60][CH:61]=[CH:62][CH:63]=3)[C:64]3[CH:69]=[CH:68][CH:67]=[CH:66][CH:65]=3)[N:8]=2)[CH2:11][C:12]([O:14][CH2:15][CH2:16][Si:17]([CH3:19])([CH3:20])[CH3:18])=[O:13])=[CH:27][CH:26]=1, predict the reactants needed to synthesize it. The reactants are: [NH2:1][CH2:2][C:3]1[N:8]=[C:7]([CH2:9][N:10]([CH2:21][C:22]2[CH:27]=[CH:26][C:25]([Cl:28])=[CH:24][CH:23]=2)[CH2:11][C:12]([O:14][CH2:15][CH2:16][Si:17]([CH3:20])([CH3:19])[CH3:18])=[O:13])[CH:6]=[CH:5][CH:4]=1.CCN(C(C)C)C(C)C.[OH:38][C@H:39](/[CH:52]=[CH:53]/[CH2:54][CH2:55][S:56][C:57]([C:70]1[CH:75]=[CH:74][CH:73]=[CH:72][CH:71]=1)([C:64]1[CH:69]=[CH:68][CH:67]=[CH:66][CH:65]=1)[C:58]1[CH:63]=[CH:62][CH:61]=[CH:60][CH:59]=1)[CH2:40][C:41](N1[C@H](C(C)C)CSC1=S)=[O:42]. (4) Given the product [Cl:36][C:20]1[CH:21]=[C:22]([O:25][C:26]2[C:27]3[N:34]([CH3:35])[CH:33]=[CH:32][C:28]=3[N:29]=[CH:30][N:31]=2)[CH:23]=[CH:24][C:19]=1[NH:18][C:16]([NH:15][C:12]1[CH:13]=[CH:14][C:9]([OH:8])=[C:10]([C:37]([F:39])([F:38])[F:40])[CH:11]=1)=[O:17], predict the reactants needed to synthesize it. The reactants are: C([O:8][C:9]1[CH:14]=[CH:13][C:12]([NH:15][C:16]([NH:18][C:19]2[CH:24]=[CH:23][C:22]([O:25][C:26]3[C:27]4[N:34]([CH3:35])[CH:33]=[CH:32][C:28]=4[N:29]=[CH:30][N:31]=3)=[CH:21][C:20]=2[Cl:36])=[O:17])=[CH:11][C:10]=1[C:37]([F:40])([F:39])[F:38])C1C=CC=CC=1.C1CC=CCC=1. (5) The reactants are: [F:1][C:2]([F:13])([F:12])[C:3]1[CH:4]=[C:5]([CH:9]=[CH:10][CH:11]=1)[C:6]([OH:8])=O.[CH3:14][C:15]1[CH:21]=[CH:20][C:18]([NH2:19])=[CH:17][C:16]=1[N:22]1[C:29]2[N:25]([N:26]=[C:27]([C:30]3[CH:31]=[N:32][CH:33]=[CH:34][CH:35]=3)[CH:28]=2)[CH:24]=[CH:23]1.F[B-](F)(F)F.N1(OC(N(C)C)=[N+](C)C)C2C=CC=CC=2N=N1.C(N(CC)C(C)C)(C)C. Given the product [CH3:14][C:15]1[CH:21]=[CH:20][C:18]([NH:19][C:6](=[O:8])[C:5]2[CH:9]=[CH:10][CH:11]=[C:3]([C:2]([F:1])([F:13])[F:12])[CH:4]=2)=[CH:17][C:16]=1[N:22]1[C:29]2[N:25]([N:26]=[C:27]([C:30]3[CH:31]=[N:32][CH:33]=[CH:34][CH:35]=3)[CH:28]=2)[CH:24]=[CH:23]1, predict the reactants needed to synthesize it. (6) Given the product [Cl:1][C:2]1[CH:7]=[CH:6][C:5]2[C:8]3[C:9]([CH:14]([CH3:15])[N:16]([S:17]([C:20]4[CH:25]=[CH:24][C:23]([O:26][CH3:27])=[CH:22][C:21]=4[O:28][CH3:29])(=[O:19])=[O:18])[C:4]=2[CH:3]=1)=[CH:10][CH:11]=[CH:12][CH:13]=3, predict the reactants needed to synthesize it. The reactants are: [Cl:1][C:2]1[CH:7]=[CH:6][C:5]([C:8]2[CH:13]=[CH:12][CH:11]=[CH:10][C:9]=2[CH:14]([NH:16][S:17]([C:20]2[CH:25]=[CH:24][C:23]([O:26][CH3:27])=[CH:22][C:21]=2[O:28][CH3:29])(=[O:19])=[O:18])[CH3:15])=[C:4](F)[CH:3]=1.C(=O)([O-])[O-].[K+].[K+].